From a dataset of Catalyst prediction with 721,799 reactions and 888 catalyst types from USPTO. Predict which catalyst facilitates the given reaction. (1) Reactant: [Br:1][C:2]1[CH:7]=[CH:6][C:5]([CH2:8]O)=[CH:4][C:3]=1[CH2:10][CH3:11].[Cl:12]CCl.C(N(CC)CC)C.CS(Cl)(=O)=O. Product: [Br:1][C:2]1[CH:7]=[CH:6][C:5]([CH2:8][Cl:12])=[CH:4][C:3]=1[CH2:10][CH3:11]. The catalyst class is: 170. (2) Reactant: [CH3:1][N:2]1[CH2:7][C@@H:6]2[CH2:8][C@H:3]1[CH2:4][N:5]2[C:9]1[CH:10]=[C:11]2[C:16](=[CH:17][CH:18]=1)[N:15]=[CH:14][NH:13][C:12]2=[O:19].[H-].[Na+].Br[CH2:23][C:24]1[CH:28]=[C:27]([CH3:29])[O:26][N:25]=1. Product: [CH3:1][N:2]1[CH2:7][C@@H:6]2[CH2:8][C@H:3]1[CH2:4][N:5]2[C:9]1[CH:10]=[C:11]2[C:16](=[CH:17][CH:18]=1)[N:15]=[CH:14][N:13]([CH2:23][C:24]1[CH:28]=[C:27]([CH3:29])[O:26][N:25]=1)[C:12]2=[O:19]. The catalyst class is: 9.